From a dataset of Reaction yield outcomes from USPTO patents with 853,638 reactions. Predict the reaction yield, written as a fraction of the theoretical maximum amount of product (1.0 means a 100% yield; for example, 0.34 means a 34% yield). (1) The yield is 0.950. The catalyst is CC(C)=O. The product is [CH2:1]([O:4][C:5](=[O:16])[CH2:6][C:7]1[CH:12]=[CH:11][C:10]([O:13][CH2:24][C:25](=[O:26])[N:27]([CH2:30][CH3:31])[CH2:28][CH3:29])=[C:9]([O:14][CH3:15])[CH:8]=1)[CH2:2][CH3:3]. The reactants are [CH2:1]([O:4][C:5](=[O:16])[CH2:6][C:7]1[CH:12]=[CH:11][C:10]([OH:13])=[C:9]([O:14][CH3:15])[CH:8]=1)[CH2:2][CH3:3].C([O-])([O-])=O.[K+].[K+].Cl[CH2:24][C:25]([N:27]([CH2:30][CH3:31])[CH2:28][CH3:29])=[O:26]. (2) The reactants are [OH:1][C:2]1[CH:11]=[C:10]2[C:5]([CH2:6][CH2:7][C:8](=[O:12])[NH:9]2)=[CH:4][CH:3]=1.[Cl:13][CH2:14]/[CH:15]=[CH:16]/[CH2:17]Cl.C([O-])([O-])=O.[K+].[K+]. The catalyst is CCO.O. The product is [Cl:13][CH2:14]/[CH:15]=[CH:16]/[CH2:17][O:1][C:2]1[CH:11]=[C:10]2[C:5]([CH2:6][CH2:7][C:8](=[O:12])[NH:9]2)=[CH:4][CH:3]=1. The yield is 0.340. (3) The reactants are Cl.[Cl:2][C:3]1[CH:4]=[C:5]([NH:9][NH2:10])[CH:6]=[CH:7][CH:8]=1.[CH3:11][CH2:12][O:13][C:14]([CH:16]([C:20]([CH3:22])=O)[C:17]([CH3:19])=O)=[O:15]. No catalyst specified. The product is [CH2:12]([O:13][C:14]([C:16]1[C:17]([CH3:19])=[N:10][N:9]([C:5]2[CH:6]=[CH:7][CH:8]=[C:3]([Cl:2])[CH:4]=2)[C:20]=1[CH3:22])=[O:15])[CH3:11]. The yield is 0.580. (4) The reactants are [CH3:1][C:2]1[CH:3]=[CH:4][C:5]([C:8]2[N:12]([C:13]3[CH:14]=[N:15][CH:16]=[CH:17][CH:18]=3)[N:11]=[C:10]([C:19]([OH:21])=O)[CH:9]=2)=[N:6][CH:7]=1.[CH3:22][NH:23][CH2:24][CH:25]([CH3:27])[CH3:26]. No catalyst specified. The product is [CH2:24]([N:23]([CH3:22])[C:19]([C:10]1[CH:9]=[C:8]([C:5]2[CH:4]=[CH:3][C:2]([CH3:1])=[CH:7][N:6]=2)[N:12]([C:13]2[CH:14]=[N:15][CH:16]=[CH:17][CH:18]=2)[N:11]=1)=[O:21])[CH:25]([CH3:27])[CH3:26]. The yield is 0.530. (5) The reactants are [Cl:1][C:2]1[CH:7]=[CH:6][C:5]([S:8]([N:11]2[CH2:16][CH2:15][CH2:14][C@@H:13]([NH:17][C:18]3[N:23]=[C:22]([C:24]4[N:31]5[C:27]([S:28][CH:29]=[CH:30]5)=[N:26][C:25]=4[C:32]4[CH:33]=[C:34]([CH:37]=[CH:38][CH:39]=4)[CH:35]=O)[CH:21]=[CH:20][N:19]=3)[CH2:12]2)(=[O:10])=[O:9])=[CH:4][CH:3]=1.Cl.[NH2:41][OH:42].C(O)(=O)C. The catalyst is CO.ClCCl. The product is [Cl:1][C:2]1[CH:7]=[CH:6][C:5]([S:8]([N:11]2[CH2:16][CH2:15][CH2:14][C@@H:13]([NH:17][C:18]3[N:23]=[C:22]([C:24]4[N:31]5[C:27]([S:28][CH:29]=[CH:30]5)=[N:26][C:25]=4[C:32]4[CH:33]=[C:34]([CH:37]=[CH:38][CH:39]=4)[CH:35]=[N:41][OH:42])[CH:21]=[CH:20][N:19]=3)[CH2:12]2)(=[O:10])=[O:9])=[CH:4][CH:3]=1. The yield is 0.610. (6) The reactants are [NH2:1]/[C:2](/[CH2:9][CH2:10][C:11]1[CH:16]=[CH:15][C:14]([C:17]([F:20])([F:19])[F:18])=[CH:13][CH:12]=1)=[CH:3]\[C:4]([O:6][CH2:7][CH3:8])=[O:5].[N+]([O-])([O-])=[O:22].[NH4+].[CH3:26][N:27]([CH:29]=[O:30])[CH3:28].Cl.CN(C)[CH2:34][CH2:35][CH2:36][N:37]=[C:38]=NCC.O[C:44]1[C:52]2N=NN[C:48]=2[CH:47]=[CH:46][CH:45]=1.[CH2:53](N)[C:54]1[CH:59]=[CH:58][CH:57]=[CH:56][CH:55]=1.C[C:62](N(C)C)=[O:63]. The catalyst is C(OCC)(=O)C. The product is [CH2:38]([NH:37][C:36]([C:35]1[CH:34]=[CH:53][C:54]([C:59]2[C:3]([C:4]([O:6][CH2:7][CH3:8])=[O:5])=[C:2]([CH2:9][CH2:10][C:11]3[CH:12]=[CH:13][C:14]([C:17]([F:18])([F:19])[F:20])=[CH:15][CH:16]=3)[N:1]=[C:57]3[C@H:26]4[CH2:62][O:63][CH2:28][N:27]4[C:29](=[O:30])[C:58]=23)=[CH:55][CH:56]=1)=[O:22])[C:44]1[CH:52]=[CH:48][CH:47]=[CH:46][CH:45]=1. The yield is 0.110. (7) The catalyst is CN(C)C=O.ClCCl. The reactants are [NH2:1][CH:2]1[CH2:6][N:5]([C:7]2[CH:8]=[CH:9][C:10]3[O:15][CH2:14][C:13](=[O:16])[NH:12][C:11]=3[CH:17]=2)[C:4](=[O:18])[CH2:3]1.[CH3:19][O:20][C:21]1[CH:22]=[CH:23][C:24]2[N:29]=[CH:28][C:27](=[O:30])[N:26]([CH2:31][CH2:32][CH:33]=O)[C:25]=2[N:35]=1.S([O-])([O-])(=O)=O.[Na+].[Na+].C(O[BH-](OC(=O)C)OC(=O)C)(=O)C.[Na+].C(=O)([O-])O.[Na+]. The yield is 0.730. The product is [CH3:19][O:20][C:21]1[CH:22]=[CH:23][C:24]2[N:29]=[CH:28][C:27](=[O:30])[N:26]([CH2:31][CH2:32][CH2:33][NH:1][CH:2]3[CH2:3][C:4](=[O:18])[N:5]([C:7]4[CH:8]=[CH:9][C:10]5[O:15][CH2:14][C:13](=[O:16])[NH:12][C:11]=5[CH:17]=4)[CH2:6]3)[C:25]=2[N:35]=1.